Dataset: Full USPTO retrosynthesis dataset with 1.9M reactions from patents (1976-2016). Task: Predict the reactants needed to synthesize the given product. (1) Given the product [CH3:41][O:42][C:43]1[CH:48]=[CH:47][C:46]([C:7]2[C:15]3[C:10](=[CH:11][C:12]([C:16]4[CH:21]=[CH:20][CH:19]=[C:18]([N+:22]([O-:24])=[O:23])[CH:17]=4)=[CH:13][CH:14]=3)[N:9]([C:25]3[N:30]=[CH:29][N:28]=[C:27]([NH:31][CH3:32])[CH:26]=3)[CH:8]=2)=[CH:45][CH:44]=1, predict the reactants needed to synthesize it. The reactants are: CN(C=O)C.Br[C:7]1[C:15]2[C:10](=[CH:11][C:12]([C:16]3[CH:21]=[CH:20][CH:19]=[C:18]([N+:22]([O-:24])=[O:23])[CH:17]=3)=[CH:13][CH:14]=2)[N:9]([C:25]2[N:30]=[CH:29][N:28]=[C:27]([NH:31][CH3:32])[CH:26]=2)[CH:8]=1.[O-]P([O-])([O-])=O.[K+].[K+].[K+].[CH3:41][O:42][C:43]1[CH:48]=[CH:47][C:46](B(O)O)=[CH:45][CH:44]=1. (2) Given the product [C:1]([C:3]1[C:4]([N:16]2[CH2:19][CH:18]([C:20]([NH:34][S:31]([CH2:30][C:27]3[CH:28]=[CH:29][C:24]([CH3:23])=[CH:25][CH:26]=3)(=[O:32])=[O:33])=[O:21])[CH2:17]2)=[N:5][C:6]([CH2:14][F:15])=[C:7]([CH:8]=1)[C:9]([O:11][CH2:12][CH3:13])=[O:10])#[N:2], predict the reactants needed to synthesize it. The reactants are: [C:1]([C:3]1[C:4]([N:16]2[CH2:19][CH:18]([C:20](O)=[O:21])[CH2:17]2)=[N:5][C:6]([CH2:14][F:15])=[C:7]([C:9]([O:11][CH2:12][CH3:13])=[O:10])[CH:8]=1)#[N:2].[CH3:23][C:24]1[CH:29]=[CH:28][C:27]([CH2:30][S:31]([NH2:34])(=[O:33])=[O:32])=[CH:26][CH:25]=1. (3) Given the product [NH3:16].[CH2:1]([S:3][C:4]1[CH:5]=[C:6]([CH:18]=[CH:19][CH:20]=1)[O:7][C:8]1[N:16]=[CH:15][C:14]([F:17])=[CH:13][C:9]=1[C:10]([NH:28][C@H:29]1[CH2:34][CH2:33][CH2:32][CH2:31][C@H:30]1[OH:35])=[O:12])[CH3:2], predict the reactants needed to synthesize it. The reactants are: [CH2:1]([S:3][C:4]1[CH:5]=[C:6]([CH:18]=[CH:19][CH:20]=1)[O:7][C:8]1[N:16]=[CH:15][C:14]([F:17])=[CH:13][C:9]=1[C:10]([OH:12])=O)[CH3:2].C(N(CC)CC)C.[NH2:28][C@H:29]1[CH2:34][CH2:33][CH2:32][CH2:31][C@H:30]1[OH:35].Cl.CN(C)CCCN=C=NCC.ON1C2C=CC=CC=2N=N1. (4) The reactants are: C(O[C:14]1[CH:44]=[CH:43][C:17]([C:18]([O:20][C:21]2[CH:26]=[CH:25][C:24]([C:27]3[CH:32]=[CH:31][C:30]([O:33][C@H:34]([CH3:39])[CH2:35][CH2:36][CH:37]=[CH2:38])=[C:29]([N+:40]([O-:42])=[O:41])[CH:28]=3)=[CH:23][CH:22]=2)=[O:19])=[CH:16][CH:15]=1)CCCCCCCCCCC.[CH3:45][SiH:46]([CH3:52])[O:47][Si:48]([CH3:51])([CH3:50])[CH3:49]. Given the product [CH2:32]([C:14]1[CH:15]=[CH:16][C:17]([C:18]([O:20][C:21]2[CH:26]=[CH:25][C:24]([C:27]3[CH:32]=[CH:31][C:30]([O:33][C@@H:34]([CH3:39])[CH2:35][CH2:36][CH2:37][CH2:38][Si:46]([CH3:52])([CH3:45])[O:47][Si:48]([CH3:51])([CH3:50])[CH3:49])=[C:29]([N+:40]([O-:42])=[O:41])[CH:28]=3)=[CH:23][CH:22]=2)=[O:19])=[CH:43][CH:44]=1)[CH2:31][CH2:30][CH2:29][CH2:28][CH2:27][CH2:24][CH2:23][CH2:22][CH2:21][CH2:26][CH3:25], predict the reactants needed to synthesize it. (5) Given the product [Cl:12][C:13]1[CH:14]=[C:15]([NH:20][C:21]2[C:30]3[C:25](=[CH:26][C:27]([O:5][CH2:4][CH:1]4[CH2:3][CH2:2]4)=[C:28]([N+:31]([O-:33])=[O:32])[CH:29]=3)[N:24]=[CH:23][N:22]=2)[CH:16]=[CH:17][C:18]=1[F:19], predict the reactants needed to synthesize it. The reactants are: [CH:1]1([CH2:4][OH:5])[CH2:3][CH2:2]1.CC(C)([O-])C.[K+].[Cl:12][C:13]1[CH:14]=[C:15]([NH:20][C:21]2[C:30]3[C:25](=[CH:26][C:27](F)=[C:28]([N+:31]([O-:33])=[O:32])[CH:29]=3)[N:24]=[CH:23][N:22]=2)[CH:16]=[CH:17][C:18]=1[F:19].Cl.